Dataset: Reaction yield outcomes from USPTO patents with 853,638 reactions. Task: Predict the reaction yield, written as a fraction of the theoretical maximum amount of product (1.0 means a 100% yield; for example, 0.34 means a 34% yield). The reactants are C([O:3][C:4]([C:6]1[CH:7]=[C:8]2[C:13](=[CH:14][CH:15]=1)[NH:12][CH:11]([C:16]1[CH:21]=[C:20]([N:22]3[CH2:27][CH2:26][O:25][CH2:24][CH2:23]3)[CH:19]=[C:18]([O:28][CH3:29])[CH:17]=1)[C:10]([CH3:31])([CH3:30])[CH2:9]2)=[O:5])C.O.[OH-].[Li+].O.Cl. The catalyst is CO.O1CCCC1. The product is [CH3:30][C:10]1([CH3:31])[CH2:9][C:8]2[C:13](=[CH:14][CH:15]=[C:6]([C:4]([OH:5])=[O:3])[CH:7]=2)[NH:12][CH:11]1[C:16]1[CH:21]=[C:20]([N:22]2[CH2:27][CH2:26][O:25][CH2:24][CH2:23]2)[CH:19]=[C:18]([O:28][CH3:29])[CH:17]=1. The yield is 0.310.